From a dataset of Microsomal clearance measurements from AstraZeneca. Regression/Classification. Given a drug SMILES string, predict its absorption, distribution, metabolism, or excretion properties. Task type varies by dataset: regression for continuous measurements (e.g., permeability, clearance, half-life) or binary classification for categorical outcomes (e.g., BBB penetration, CYP inhibition). For this dataset (clearance_microsome_az), we predict log10(clearance) (log10 of the in vitro intrinsic clearance, CLint, in uL/min per mg of human liver microsomal protein, equivalently mL/min/g; values are censored to the assay range of 3 to 150, which is 0.477 to 2.18 on this log10 scale). The compound is CC(C)Cn1c(=O)n(C)c(=O)c2c(C(=O)N3C[C@H](O)CO3)c(Cc3ccnc4ccccc34)sc21. The log10(clearance) is 1.48.